This data is from Reaction yield outcomes from USPTO patents with 853,638 reactions. The task is: Predict the reaction yield, written as a fraction of the theoretical maximum amount of product (1.0 means a 100% yield; for example, 0.34 means a 34% yield). (1) The reactants are [NH2:1][C:2]1[CH:3]=[C:4]([OH:12])[C:5](=[CH:10][CH:11]=1)[C:6]([O:8][CH3:9])=[O:7].[F:13][C:14]1[C:23]2[C:18](=[CH:19][CH:20]=[CH:21][CH:22]=2)[C:17]([S:24](Cl)(=[O:26])=[O:25])=[CH:16][CH:15]=1. No catalyst specified. The product is [F:13][C:14]1[C:23]2[C:18](=[CH:19][CH:20]=[CH:21][CH:22]=2)[C:17]([S:24]([NH:1][C:2]2[CH:11]=[CH:10][C:5]([C:6]([O:8][CH3:9])=[O:7])=[C:4]([OH:12])[CH:3]=2)(=[O:26])=[O:25])=[CH:16][CH:15]=1. The yield is 0.770. (2) The reactants are [CH2:1]([C:3]1[N:13]([C:14]2[CH:19]=[CH:18][C:17]([CH2:20][CH2:21][NH:22][C:23]([NH:25][S:26]([C:29]3[CH:34]=[CH:33][C:32]([CH3:35])=[CH:31][CH:30]=3)(=[O:28])=[O:27])=[O:24])=[CH:16][CH:15]=2)[C:6]2=[N:7][C:8]([CH3:12])=[CH:9][C:10]([CH3:11])=[C:5]2[N:4]=1)[CH3:2].[CH:36]([N-]C(C)C)(C)C.[Li+].CI.P([O-])([O-])([O-])=O. The catalyst is C1COCC1. The product is [CH2:1]([C:3]1[N:13]([C:14]2[CH:15]=[CH:16][C:17]([CH2:20][CH2:21][NH:22][C:23]([N:25]([CH3:36])[S:26]([C:29]3[CH:34]=[CH:33][C:32]([CH3:35])=[CH:31][CH:30]=3)(=[O:28])=[O:27])=[O:24])=[CH:18][CH:19]=2)[C:6]2=[N:7][C:8]([CH3:12])=[CH:9][C:10]([CH3:11])=[C:5]2[N:4]=1)[CH3:2]. The yield is 0.0500.